Task: Regression. Given a peptide amino acid sequence and an MHC pseudo amino acid sequence, predict their binding affinity value. This is MHC class II binding data.. Dataset: Peptide-MHC class II binding affinity with 134,281 pairs from IEDB (1) The peptide sequence is THMWFSRAVAQSILA. The MHC is DRB1_0401 with pseudo-sequence DRB1_0401. The binding affinity (normalized) is 0.701. (2) The peptide sequence is LPKPPKPVSKMRMATPLLMQ. The MHC is DRB1_1301 with pseudo-sequence DRB1_1301. The binding affinity (normalized) is 0.